The task is: Predict the reaction yield, written as a fraction of the theoretical maximum amount of product (1.0 means a 100% yield; for example, 0.34 means a 34% yield).. This data is from Reaction yield outcomes from USPTO patents with 853,638 reactions. (1) The reactants are [F:1][C:2]1[CH:3]=[C:4]([CH:23]=[CH:24][CH:25]=1)[CH2:5][O:6][C:7]1[CH:12]=[CH:11][C:10]([N:13]2[C:17](=[O:18])[CH2:16][C@@H:15]([C:19]([NH:21][OH:22])=[NH:20])[CH2:14]2)=[CH:9][CH:8]=1.[C:26](Cl)(=O)[CH3:27].O. The catalyst is N1C=CC=CC=1. The product is [F:1][C:2]1[CH:3]=[C:4]([CH:23]=[CH:24][CH:25]=1)[CH2:5][O:6][C:7]1[CH:8]=[CH:9][C:10]([N:13]2[CH2:14][C@H:15]([C:19]3[N:20]=[C:26]([CH3:27])[O:22][N:21]=3)[CH2:16][C:17]2=[O:18])=[CH:11][CH:12]=1. The yield is 0.920. (2) The reactants are O[C:2]1[CH:7]=[CH:6][CH:5]=[CH:4][C:3]=1[C:8](=[O:23])[CH2:9][C:10]([C:12]1[CH:17]=[CH:16][C:15]([O:18][CH3:19])=[CH:14][C:13]=1[N+:20]([O-:22])=[O:21])=[O:11]. The catalyst is Cl.C(O)(=O)C.O. The product is [CH3:19][O:18][C:15]1[CH:16]=[CH:17][C:12]([C:10]2[O:11][C:4]3[C:3]([C:8](=[O:23])[CH:9]=2)=[CH:2][CH:7]=[CH:6][CH:5]=3)=[C:13]([N+:20]([O-:22])=[O:21])[CH:14]=1. The yield is 0.700. (3) The reactants are [I:1][C:2]1[CH:3]=[C:4]2[C:8](=[CH:9][CH:10]=1)[NH:7][C:6](=[O:11])[C:5]2=O.O1C[CH2:17][CH2:16][N:15]([CH2:19][C:20]2[CH:36]=[CH:35][C:23]([O:24][C:25]3[CH:34]=[CH:33][C:28]([C:29]([NH:31][NH2:32])=[O:30])=[CH:27][CH:26]=3)=[CH:22][CH:21]=2)[CH2:14]1.[C:37](O)(=[O:39])C. No catalyst specified. The product is [I:1][C:2]1[CH:3]=[C:4]2[C:8](=[CH:9][CH:10]=1)[NH:7][C:6](=[O:11])[C:5]2=[N:32][NH:31][C:29](=[O:30])[C:28]1[CH:27]=[CH:26][C:25]([O:24][C:23]2[CH:22]=[CH:21][C:20]([CH2:19][N:15]3[CH2:16][CH2:17][O:39][CH2:37][CH2:14]3)=[CH:36][CH:35]=2)=[CH:34][CH:33]=1. The yield is 0.670. (4) The reactants are [CH2:1]([CH:18]([CH:38]([OH:57])[CH2:39][CH2:40][CH2:41][CH2:42][CH2:43][CH2:44][CH2:45][CH2:46]/[CH:47]=[CH:48]\[CH2:49]/[CH:50]=[CH:51]\[CH2:52][CH2:53][CH2:54][CH2:55][CH3:56])[CH:19]([OH:37])[CH2:20][CH2:21][CH2:22][CH2:23][CH2:24][CH2:25][CH2:26]/[CH:27]=[CH:28]\[CH2:29]/[CH:30]=[CH:31]\[CH2:32][CH2:33][CH2:34][CH2:35][CH3:36])[CH2:2][CH2:3][CH2:4][CH2:5][CH2:6][CH2:7]/[CH:8]=[CH:9]\[CH2:10]/[CH:11]=[CH:12]\[CH2:13][CH2:14][CH2:15][CH2:16][CH3:17].C(O[CH:61](OCC)[CH2:62][CH2:63]Cl)C.CC1C=CC(S([O-])(=O)=O)=CC=1.C1C=[CH:83][NH+:82]=[CH:81]C=1.C([O-])(O)=O.[Na+]. The catalyst is C1(C)C=CC=CC=1. The product is [CH2:20]([CH:19]1[CH:18]([CH2:1][CH2:2][CH2:3][CH2:4][CH2:5][CH2:6][CH2:7]/[CH:8]=[CH:9]\[CH2:10]/[CH:11]=[CH:12]\[CH2:13][CH2:14][CH2:15][CH2:16][CH3:17])[CH:38]([CH2:39][CH2:40][CH2:41][CH2:42][CH2:43][CH2:44][CH2:45][CH2:46]/[CH:47]=[CH:48]\[CH2:49]/[CH:50]=[CH:51]\[CH2:52][CH2:53][CH2:54][CH2:55][CH3:56])[O:57][CH:61]([CH2:62][CH2:63][N:82]([CH3:83])[CH3:81])[O:37]1)[CH2:21][CH2:22][CH2:23][CH2:24][CH2:25][CH2:26]/[CH:27]=[CH:28]\[CH2:29]/[CH:30]=[CH:31]\[CH2:32][CH2:33][CH2:34][CH2:35][CH3:36]. The yield is 0.220.